This data is from Full USPTO retrosynthesis dataset with 1.9M reactions from patents (1976-2016). The task is: Predict the reactants needed to synthesize the given product. Given the product [Br:8][C:5]1[CH:6]=[CH:7][C:2]([O:10][CH3:9])=[N:3][CH:4]=1, predict the reactants needed to synthesize it. The reactants are: Br[C:2]1[CH:7]=[CH:6][C:5]([Br:8])=[CH:4][N:3]=1.[CH3:9][O-:10].[Na+].